From a dataset of Rat liver microsome stability data. Regression/Classification. Given a drug SMILES string, predict its absorption, distribution, metabolism, or excretion properties. Task type varies by dataset: regression for continuous measurements (e.g., permeability, clearance, half-life) or binary classification for categorical outcomes (e.g., BBB penetration, CYP inhibition). Dataset: rlm. (1) The drug is Fc1cc(Nc2nc(-c3ccncc3)nc3ccccc23)ccc1-c1ccc(F)c(F)c1F. The result is 1 (stable in rat liver microsomes). (2) The drug is Cc1cccc(NC(=O)c2nc(C)n(-c3ccc(Cl)c(Cl)c3)c2C)n1. The result is 0 (unstable in rat liver microsomes). (3) The compound is COc1ccc(C2=NO[C@@]3(C(=O)Nc4cc(Br)ccc43)[C@@H]2c2ccccc2)cc1. The result is 0 (unstable in rat liver microsomes).